This data is from M1 muscarinic receptor antagonist screen with 61,756 compounds. The task is: Binary Classification. Given a drug SMILES string, predict its activity (active/inactive) in a high-throughput screening assay against a specified biological target. (1) The compound is S(=O)(=O)(NCC(N1CCN(CC1)c1c(OC)cccc1)c1cccnc1)c1ccccc1. The result is 0 (inactive). (2) The molecule is s1c2c(n3c1nnc3SCC(=O)Nc1c(n(n(c1=O)c1ccccc1)C)C)cccc2. The result is 0 (inactive).